Dataset: Peptide-MHC class I binding affinity with 185,985 pairs from IEDB/IMGT. Task: Regression. Given a peptide amino acid sequence and an MHC pseudo amino acid sequence, predict their binding affinity value. This is MHC class I binding data. (1) The peptide sequence is LMARRARSL. The MHC is HLA-B57:01 with pseudo-sequence HLA-B57:01. The binding affinity (normalized) is 0.213. (2) The peptide sequence is FVRTLFQQM. The MHC is HLA-B58:01 with pseudo-sequence HLA-B58:01. The binding affinity (normalized) is 0.0847. (3) The peptide sequence is EVEHRTRVR. The MHC is HLA-A01:01 with pseudo-sequence HLA-A01:01. The binding affinity (normalized) is 0.0847. (4) The peptide sequence is FPFKYAACF. The MHC is Mamu-A2201 with pseudo-sequence Mamu-A2201. The binding affinity (normalized) is 0.628.